From a dataset of Full USPTO retrosynthesis dataset with 1.9M reactions from patents (1976-2016). Predict the reactants needed to synthesize the given product. (1) Given the product [Cl:17][C:18]1[CH:23]=[CH:22][C:21]([C:24]2[N:25]([CH2:30][C@H:31]([OH:36])[C:32]([F:34])([F:35])[F:33])[C:26](=[O:29])[N:27]([CH2:2][C:3]3[CH:8]=[CH:7][N:6]=[C:5]([C:9]4[CH:14]=[CH:13][CH:12]=[C:11]([Cl:15])[C:10]=4[Cl:16])[CH:4]=3)[N:28]=2)=[CH:20][CH:19]=1, predict the reactants needed to synthesize it. The reactants are: Br[CH2:2][C:3]1[CH:8]=[CH:7][N:6]=[C:5]([C:9]2[CH:14]=[CH:13][CH:12]=[C:11]([Cl:15])[C:10]=2[Cl:16])[CH:4]=1.[Cl:17][C:18]1[CH:23]=[CH:22][C:21]([C:24]2[N:25]([CH2:30][C@H:31]([OH:36])[C:32]([F:35])([F:34])[F:33])[C:26](=[O:29])[NH:27][N:28]=2)=[CH:20][CH:19]=1.C(=O)([O-])[O-].[Cs+].[Cs+]. (2) Given the product [I:21][C:22]1[CH:28]=[CH:27][C:25]([NH:26][C:1](=[O:2])[O:20][CH2:19][C:15]2[CH:14]=[N:13][CH:18]=[CH:17][CH:16]=2)=[CH:24][CH:23]=1, predict the reactants needed to synthesize it. The reactants are: [C:1](C1NC=CN=1)(C1NC=CN=1)=[O:2].[N:13]1[CH:18]=[CH:17][CH:16]=[C:15]([CH2:19][OH:20])[CH:14]=1.[I:21][C:22]1[CH:28]=[CH:27][C:25]([NH2:26])=[CH:24][CH:23]=1.C1CCN2C(=NCCC2)CC1.C(N(CC)CC)C. (3) Given the product [CH3:3][CH:2]([CH2:4][N:5]([S:30]([C:33]1[CH:34]=[CH:35][C:36]([NH2:39])=[CH:37][CH:38]=1)(=[O:31])=[O:32])[CH2:6][C@@H:7]([O:25][P:26]([O-:28])([O-:29])=[O:27])[C@@H:8]([NH:16][C:17]([O:19][C@@H:20]1[CH2:24][O:23][CH2:22][CH2:21]1)=[O:18])[CH2:9][C:10]1[CH:11]=[CH:12][CH:13]=[CH:14][CH:15]=1)[CH3:1].[Ca+2:40], predict the reactants needed to synthesize it. The reactants are: [CH3:1][CH:2]([CH2:4][N:5]([S:30]([C:33]1[CH:38]=[CH:37][C:36]([NH2:39])=[CH:35][CH:34]=1)(=[O:32])=[O:31])[CH2:6][C@@H:7]([O:25][P:26]([O-:29])([O-:28])=[O:27])[C@@H:8]([NH:16][C:17]([O:19][CH:20]1[CH2:24][O:23][CH2:22][CH2:21]1)=[O:18])[CH2:9][C:10]1[CH:15]=[CH:14][CH:13]=[CH:12][CH:11]=1)[CH3:3].[Ca+2:40]. (4) Given the product [Br:1][C:2]1[CH:3]=[CH:4][C:5]([C:8]([NH:16][C:15]2[CH:17]=[CH:18][C:12]([F:11])=[CH:13][CH:14]=2)=[O:10])=[N:6][CH:7]=1, predict the reactants needed to synthesize it. The reactants are: [Br:1][C:2]1[CH:3]=[CH:4][C:5]([C:8]([OH:10])=O)=[N:6][CH:7]=1.[F:11][C:12]1[CH:18]=[CH:17][C:15]([NH2:16])=[CH:14][CH:13]=1.F[B-](F)(F)F.N1(OC(N(C)C)=[N+](C)C)C2C=CC=CC=2N=N1.C(N(CC)CC)C. (5) Given the product [CH:1]1([CH2:7][CH2:8][C:9](=[CH:28][N:29]([CH3:31])[CH3:30])[C:10]([C:12]2[CH:17]=[C:16]([O:18][CH3:19])[C:15]([CH3:20])=[CH:14][C:13]=2[O:21][CH3:22])=[O:11])[CH2:6][CH2:5][CH2:4][CH2:3][CH2:2]1, predict the reactants needed to synthesize it. The reactants are: [CH:1]1([CH2:7][CH2:8][CH2:9][C:10]([C:12]2[CH:17]=[C:16]([O:18][CH3:19])[C:15]([CH3:20])=[CH:14][C:13]=2[O:21][CH3:22])=[O:11])[CH2:6][CH2:5][CH2:4][CH2:3][CH2:2]1.C(O[CH:28](N(C)C)[N:29]([CH3:31])[CH3:30])(C)(C)C. (6) The reactants are: [C:1]1([CH2:17][O:18][CH2:19][CH2:20][CH2:21][CH2:22][CH2:23][N:24]2C(=O)C3C(=CC=CC=3)C2=O)[C:14]2[C:15]3=[C:16]4[C:11](=[CH:12][CH:13]=2)[CH:10]=[CH:9][CH:8]=[C:7]4[CH:6]=[CH:5][C:4]3=[CH:3][CH:2]=1.O.NN.[OH-].[Na+]. Given the product [C:1]1([CH2:17][O:18][CH2:19][CH2:20][CH2:21][CH2:22][CH2:23][NH2:24])[C:14]2[C:15]3=[C:16]4[C:11](=[CH:12][CH:13]=2)[CH:10]=[CH:9][CH:8]=[C:7]4[CH:6]=[CH:5][C:4]3=[CH:3][CH:2]=1, predict the reactants needed to synthesize it.